Dataset: Forward reaction prediction with 1.9M reactions from USPTO patents (1976-2016). Task: Predict the product of the given reaction. (1) Given the reactants Cl.[NH2:2][C@@H:3]1[CH2:7][CH2:6][N:5]([C:8]2[CH:13]=[CH:12][C:11]([N:14]3[CH2:18][C@H:17]([CH2:19][N:20]4[CH:24]=[CH:23][N:22]=[N:21]4)[O:16][C:15]3=[O:25])=[CH:10][C:9]=2[F:26])[CH2:4]1.C(=O)(O)[O-].[Na+].Cl[C:33]([O:35][CH2:36][CH2:37][O:38][CH3:39])=[O:34], predict the reaction product. The product is: [CH3:39][O:38][CH2:37][CH2:36][O:35][C:33]([NH:2][C@@H:3]1[CH2:7][CH2:6][N:5]([C:8]2[CH:13]=[CH:12][C:11]([N:14]3[CH2:18][C@H:17]([CH2:19][N:20]4[CH:24]=[CH:23][N:22]=[N:21]4)[O:16][C:15]3=[O:25])=[CH:10][C:9]=2[F:26])[CH2:4]1)=[O:34]. (2) Given the reactants C(OC([N:8]1[C:16]2[C:11](=[CH:12][CH:13]=[CH:14][C:15]=2[O:17][CH2:18][CH2:19][N:20](C(OC(C)(C)C)=O)[CH3:21])[CH:10]=[C:9]1[S:29]([C:32]1[CH:37]=[CH:36][CH:35]=[CH:34][CH:33]=1)(=[O:31])=[O:30])=O)(C)(C)C.[ClH:38], predict the reaction product. The product is: [ClH:38].[C:32]1([S:29]([C:9]2[NH:8][C:16]3[C:11]([CH:10]=2)=[CH:12][CH:13]=[CH:14][C:15]=3[O:17][CH2:18][CH2:19][NH:20][CH3:21])(=[O:31])=[O:30])[CH:33]=[CH:34][CH:35]=[CH:36][CH:37]=1.